Dataset: Forward reaction prediction with 1.9M reactions from USPTO patents (1976-2016). Task: Predict the product of the given reaction. (1) Given the reactants [C:1]([N:5]1[C:10](=[O:11])[C:9](Cl)=[C:8]([Cl:13])[CH:7]=[N:6]1)([CH3:4])([CH3:3])[CH3:2].[CH:14]1([Mg]Cl)[CH2:18][CH2:17][CH2:16][CH2:15]1.C(OCC)C, predict the reaction product. The product is: [C:1]([N:5]1[C:10](=[O:11])[C:9]([CH:14]2[CH2:18][CH2:17][CH2:16][CH2:15]2)=[C:8]([Cl:13])[CH:7]=[N:6]1)([CH3:4])([CH3:3])[CH3:2]. (2) Given the reactants [C:1]([O:5][C:6]([NH:8][C@@H:9]([C@@H:18]([C:34]([N:36]([CH3:38])[CH3:37])=[O:35])[C:19]1[CH:24]=[CH:23][C:22](B2OC(C)(C)C(C)(C)O2)=[CH:21][CH:20]=1)[C:10]([N:12]1[CH2:16][CH2:15][C@H:14]([F:17])[CH2:13]1)=[O:11])=[O:7])([CH3:4])([CH3:3])[CH3:2].[OH:39]O.Cl.O, predict the reaction product. The product is: [C:1]([O:5][C:6]([NH:8][C@@H:9]([C@@H:18]([C:34]([N:36]([CH3:37])[CH3:38])=[O:35])[C:19]1[CH:20]=[CH:21][C:22]([OH:39])=[CH:23][CH:24]=1)[C:10]([N:12]1[CH2:16][CH2:15][C@H:14]([F:17])[CH2:13]1)=[O:11])=[O:7])([CH3:4])([CH3:3])[CH3:2]. (3) Given the reactants [NH2:1][C:2]1[N:7]=[C:6]([C:8]2[O:9][CH:10]=[CH:11][CH:12]=2)[C:5]([C:13]2[CH:14]=[CH:15][C:16](=[O:19])[NH:17][CH:18]=2)=[C:4]([C:20]2[O:21][CH:22]=[CH:23][CH:24]=2)[N:3]=1.Br[CH2:26][C:27]#[C:28][CH3:29], predict the reaction product. The product is: [NH2:1][C:2]1[N:3]=[C:4]([C:20]2[O:21][CH:22]=[CH:23][CH:24]=2)[C:5]([C:13]2[CH:14]=[CH:15][C:16](=[O:19])[N:17]([CH2:26][C:27]#[C:28][CH3:29])[CH:18]=2)=[C:6]([C:8]2[O:9][CH:10]=[CH:11][CH:12]=2)[N:7]=1. (4) Given the reactants CS(O[CH2:6][CH2:7][CH2:8][CH2:9][N:10]1[CH:14]=[C:13]([C:15](=[O:24])[NH:16][CH2:17][C:18]2[CH:23]=[CH:22][CH:21]=[CH:20][N:19]=2)[N:12]=[N:11]1)(=O)=O.[N-:25]=[N+:26]=[N-:27].[Na+], predict the reaction product. The product is: [N:25]([CH2:6][CH2:7][CH2:8][CH2:9][N:10]1[CH:14]=[C:13]([C:15]([NH:16][CH2:17][C:18]2[CH:23]=[CH:22][CH:21]=[CH:20][N:19]=2)=[O:24])[N:12]=[N:11]1)=[N+:26]=[N-:27]. (5) The product is: [Si:1]([O:8][CH2:9][CH2:10][C:11]1[C@@H:12]([CH2:25][O:26][Si:27]([C:30]([CH3:33])([CH3:32])[CH3:31])([CH3:28])[CH3:29])[N:13]([C:18]([O:20][C:21]([CH3:24])([CH3:22])[CH3:23])=[O:19])[CH2:14][C@@H:15]([OH:17])[CH:16]=1)([C:4]([CH3:7])([CH3:5])[CH3:6])([CH3:3])[CH3:2]. Given the reactants [Si:1]([O:8][CH2:9][CH2:10][C:11]1[C@@H:12]([CH2:25][O:26][Si:27]([C:30]([CH3:33])([CH3:32])[CH3:31])([CH3:29])[CH3:28])[N:13]([C:18]([O:20][C:21]([CH3:24])([CH3:23])[CH3:22])=[O:19])[CH2:14][C:15](=[O:17])[CH:16]=1)([C:4]([CH3:7])([CH3:6])[CH3:5])([CH3:3])[CH3:2].[Si](OC[C@@H]1C=C(C)[C@H](O)CN1C(OC(C)(C)C)=O)(C(C)(C)C)(C)C, predict the reaction product. (6) Given the reactants C(=O)([O-])[O-].[K+].[K+].[CH3:7][O:8][C:9](=[O:34])[CH2:10][CH2:11][CH2:12][CH2:13][CH2:14][NH:15][C:16]1[C:17]2[C:24]([C:25]3[CH:30]=[CH:29][C:28]([O:31][CH3:32])=[CH:27][CH:26]=3)=[C:23](Br)[O:22][C:18]=2[N:19]=[CH:20][N:21]=1.[CH3:35][C:36]1[CH:41]=[CH:40][CH:39]=[CH:38][C:37]=1B(O)O, predict the reaction product. The product is: [CH3:7][O:8][C:9](=[O:34])[CH2:10][CH2:11][CH2:12][CH2:13][CH2:14][NH:15][C:16]1[C:17]2[C:24]([C:25]3[CH:30]=[CH:29][C:28]([O:31][CH3:32])=[CH:27][CH:26]=3)=[C:23]([C:37]3[CH:38]=[CH:39][CH:40]=[CH:41][C:36]=3[CH3:35])[O:22][C:18]=2[N:19]=[CH:20][N:21]=1.